Predict the reaction yield, written as a fraction of the theoretical maximum amount of product (1.0 means a 100% yield; for example, 0.34 means a 34% yield). From a dataset of Reaction yield outcomes from USPTO patents with 853,638 reactions. The reactants are Br[CH2:2][C:3]1[C:8]([N+:9]([O-:11])=[O:10])=[CH:7][CH:6]=[CH:5][N:4]=1.[CH3:12][C:13]1[CH:18]=[CH:17][C:16]([OH:19])=[CH:15][CH:14]=1. No catalyst specified. The product is [CH3:12][C:13]1[CH:18]=[CH:17][C:16]([O:19][CH2:2][C:3]2[C:8]([N+:9]([O-:11])=[O:10])=[CH:7][CH:6]=[CH:5][N:4]=2)=[CH:15][CH:14]=1. The yield is 0.850.